From a dataset of Full USPTO retrosynthesis dataset with 1.9M reactions from patents (1976-2016). Predict the reactants needed to synthesize the given product. (1) Given the product [CH3:12][C:3]1[C:2]([Cl:1])=[C:9]([OH:10])[C:8]([CH2:15]/[CH:16]=[C:17](/[CH2:19][CH2:20][CH:21]=[C:22]([CH3:24])[CH3:23])\[CH3:18])=[C:7]([OH:11])[C:4]=1[CH:5]=[O:6], predict the reactants needed to synthesize it. The reactants are: [Cl:1][C:2]1[C:3]([CH3:12])=[C:4]([C:7]([OH:11])=[CH:8][C:9]=1[OH:10])[CH:5]=[O:6].[OH-].[K+].[CH2:15](Br)/[CH:16]=[C:17](/[CH2:19][CH2:20][CH:21]=[C:22]([CH3:24])[CH3:23])\[CH3:18]. (2) Given the product [CH3:14][O:13][C:10]1[CH:9]=[C:5]2[C:4]([C:1]([CH3:2])=[N:16][NH:17][C:6]2=[O:7])=[CH:12][CH:11]=1, predict the reactants needed to synthesize it. The reactants are: [C:1]([C:4]1[CH:12]=[CH:11][C:10]([O:13][CH3:14])=[CH:9][C:5]=1[C:6](O)=[O:7])(=O)[CH3:2].O.[NH2:16][NH2:17]. (3) The reactants are: CO[CH2:3][N:4]([CH2:10][C:11]1[CH:16]=[CH:15][CH:14]=[CH:13][CH:12]=1)[CH2:5][Si](C)(C)C.[N+:17](/[CH:20]=[CH:21]/[C:22]1[CH:27]=[CH:26][CH:25]=[CH:24][CH:23]=1)([O-:19])=[O:18].FC(F)(F)C(O)=O. Given the product [CH2:10]([N:4]1[CH2:5][CH:21]([C:22]2[CH:27]=[CH:26][CH:25]=[CH:24][CH:23]=2)[CH:20]([N+:17]([O-:19])=[O:18])[CH2:3]1)[C:11]1[CH:16]=[CH:15][CH:14]=[CH:13][CH:12]=1, predict the reactants needed to synthesize it. (4) Given the product [C:1]1([C:7]2[N:8]=[N:9][CH:10]=[C:11]([C:23]3[CH:24]=[CH:25][CH:26]=[CH:27][CH:28]=3)[C:12]=2[C:13]2[O:22][CH2:21][CH:16]([C:38]([O:39][CH3:29])=[O:41])[N:15]=2)[CH:2]=[CH:3][CH:4]=[CH:5][CH:6]=1, predict the reactants needed to synthesize it. The reactants are: [C:1]1([C:7]2[N:8]=[N:9][CH:10]=[C:11]([C:23]3[CH:28]=[CH:27][CH:26]=[CH:25][CH:24]=3)[C:12]=2[C:13]([NH:15][CH:16]([CH2:21][OH:22])C(OC)=O)=O)[CH:6]=[CH:5][CH:4]=[CH:3][CH:2]=1.[CH2:29](N(S(F)(F)F)CC)C.[C:38](=[O:41])([O-])[O-:39].[K+].[K+].